This data is from Retrosynthesis with 50K atom-mapped reactions and 10 reaction types from USPTO. The task is: Predict the reactants needed to synthesize the given product. (1) Given the product O=S1(=O)N(CCCN2CCN(c3ccc(F)cc3)CC2)c2cccc3c2N1CCC3, predict the reactants needed to synthesize it. The reactants are: Fc1ccc(N2CCN(CCCCl)CC2)cc1.O=S1(=O)Nc2cccc3c2N1CCC3. (2) The reactants are: CC(C)(C)OC(=O)NC(C(=O)O)c1ccccc1.Nc1ccc(C(F)(F)F)cc1. Given the product CC(C)(C)OC(=O)NC(C(=O)Nc1ccc(C(F)(F)F)cc1)c1ccccc1, predict the reactants needed to synthesize it. (3) Given the product CN(CC(CC12CCC(CC1)CC2)NC(=O)OCc1ccccc1)C(=O)OC(C)(C)C, predict the reactants needed to synthesize it. The reactants are: CC(C)(C)OC(=O)OC(=O)OC(C)(C)C.CNCC(CC12CCC(CC1)CC2)NC(=O)OCc1ccccc1. (4) The reactants are: C[Si](C)(C)N=[N+]=[N-].N#Cc1ccc(C=O)cc1. Given the product O=Cc1ccc(-c2nnn[nH]2)cc1, predict the reactants needed to synthesize it. (5) Given the product c1ccc(CNCCCSc2ccncc2)cc1, predict the reactants needed to synthesize it. The reactants are: NCc1ccccc1.OCCCSc1ccncc1. (6) Given the product CCCc1nc2c(C)cc(-c3cn(CCc4ccccc4)cn3)cc2n1Cc1ccc(-c2ccccc2C(=O)O)cc1, predict the reactants needed to synthesize it. The reactants are: CCCc1nc2c(C)cc(-c3cn(CCc4ccccc4)cn3)cc2n1Cc1ccc(-c2ccccc2C(=O)OC(C)(C)C)cc1. (7) Given the product Clc1nc(N2CCC2)c2nc(Cl)c(O[C@@H]3CCOC3)nc2n1, predict the reactants needed to synthesize it. The reactants are: Clc1nc(N2CCC2)c2nc(Cl)c(Cl)nc2n1.O[C@@H]1CCOC1. (8) Given the product c1ccc2c(Cc3nnn[nH]3)cccc2c1, predict the reactants needed to synthesize it. The reactants are: N#CCc1cccc2ccccc12.[N-]=[N+]=[N-]. (9) Given the product COC(=O)[C@H](Cc1ccccc1)NC(=O)[C@H](CC(=O)O)NC(=O)OCc1ccccc1, predict the reactants needed to synthesize it. The reactants are: COC(=O)[C@@H](N)Cc1ccccc1.O=C(O)C[C@H](NC(=O)OCc1ccccc1)C(=O)O.